From a dataset of Catalyst prediction with 721,799 reactions and 888 catalyst types from USPTO. Predict which catalyst facilitates the given reaction. Reactant: [F:1][C:2]1[CH:3]=[C:4]([CH:32]=[CH:33][C:34]=1[F:35])[CH2:5][C:6]1([C:29](=[O:31])[CH3:30])[CH2:11][CH2:10][CH2:9][N:8]2[C:12]([C:15]3[CH:20]=[CH:19][C:18]([C:21]4[O:25][C:24]([CH3:26])=[N:23][CH:22]=4)=[C:17]([O:27][CH3:28])[CH:16]=3)=[N:13][N:14]=[C:7]12.[H-].[Al+3].[Li+].[H-].[H-].[H-].O.O.O.O.O.O.O.O.O.O.S([O-])([O-])(=O)=O.[Na+].[Na+]. Product: [F:1][C:2]1[CH:3]=[C:4]([CH:32]=[CH:33][C:34]=1[F:35])[CH2:5][C:6]1([CH:29]([OH:31])[CH3:30])[CH2:11][CH2:10][CH2:9][N:8]2[C:12]([C:15]3[CH:20]=[CH:19][C:18]([C:21]4[O:25][C:24]([CH3:26])=[N:23][CH:22]=4)=[C:17]([O:27][CH3:28])[CH:16]=3)=[N:13][N:14]=[C:7]12. The catalyst class is: 1.